This data is from Full USPTO retrosynthesis dataset with 1.9M reactions from patents (1976-2016). The task is: Predict the reactants needed to synthesize the given product. (1) Given the product [CH3:44][N:43]([CH3:45])[C:41](=[O:42])[CH2:40][O:7][C:8]1[CH:13]=[CH:12][C:11]([CH2:14][CH2:15][N:16]2[C:20]3=[N:21][C:22]([N:26]4[CH2:27][CH:28]5[O:33][CH:31]([CH2:30][CH2:29]5)[CH2:32]4)=[CH:23][C:24](=[O:25])[N:19]3[CH2:18][C@@:17]2([CH3:38])[C:34]([F:37])([F:36])[F:35])=[CH:10][CH:9]=1, predict the reactants needed to synthesize it. The reactants are: C(=O)([O-])[O-].[Cs+].[Cs+].[OH:7][C:8]1[CH:13]=[CH:12][C:11]([CH2:14][CH2:15][N:16]2[C:20]3=[N:21][C:22]([N:26]4[CH2:32][CH:31]5[O:33][CH:28]([CH2:29][CH2:30]5)[CH2:27]4)=[CH:23][C:24](=[O:25])[N:19]3[CH2:18][C@@:17]2([CH3:38])[C:34]([F:37])([F:36])[F:35])=[CH:10][CH:9]=1.Cl[CH2:40][C:41]([N:43]([CH3:45])[CH3:44])=[O:42].[I-].[Na+]. (2) Given the product [CH:27]([C:24]1[CH:23]=[N:22][C:21]([N:18]2[CH2:17][CH2:16][CH:15]([CH2:14][CH2:13][CH2:12][O:11][C:8]3[CH:9]=[CH:10][C:5]([C:4]([OH:31])=[O:3])=[C:6]([CH3:30])[N:7]=3)[CH2:20][CH2:19]2)=[N:26][CH:25]=1)([CH3:28])[CH3:29], predict the reactants needed to synthesize it. The reactants are: C([O:3][C:4](=[O:31])[C:5]1[CH:10]=[CH:9][C:8]([O:11][CH2:12][CH2:13][CH2:14][CH:15]2[CH2:20][CH2:19][N:18]([C:21]3[N:26]=[CH:25][C:24]([CH:27]([CH3:29])[CH3:28])=[CH:23][N:22]=3)[CH2:17][CH2:16]2)=[N:7][C:6]=1[CH3:30])C.[OH-].[Na+].Cl. (3) Given the product [N:8]1[C:9]2[C:4](=[CH:3][C:2]([NH:1][CH2:13][C:12]([O:16][CH2:21][CH3:22])=[O:15])=[CH:11][CH:10]=2)[CH:5]=[CH:6][CH:7]=1, predict the reactants needed to synthesize it. The reactants are: [NH2:1][C:2]1[CH:3]=[C:4]2[C:9](=[CH:10][CH:11]=1)[N:8]=[CH:7][CH:6]=[CH:5]2.[C:12]([OH:16])(=[O:15])[CH:13]=O.[BH3-]C#N.[Na+].[C:21](#N)[CH3:22]. (4) Given the product [F:21][C@@H:19]1[CH2:20][N:16]([C:14](=[O:15])[CH2:13][NH:12][C:7]23[CH2:8][CH2:9][C:4]([C:1]([NH:28][CH2:27][CH2:26][C:25]([CH3:30])([CH3:29])[CH3:24])=[O:3])([CH2:5][CH2:6]2)[CH2:11][CH2:10]3)[C@H:17]([C:22]#[N:23])[CH2:18]1, predict the reactants needed to synthesize it. The reactants are: [C:1]([C:4]12[CH2:11][CH2:10][C:7]([NH:12][CH2:13][C:14]([N:16]3[CH2:20][C@@H:19]([F:21])[CH2:18][C@H:17]3[C:22]#[N:23])=[O:15])([CH2:8][CH2:9]1)[CH2:6][CH2:5]2)([OH:3])=O.[CH3:24][C:25]([CH3:30])([CH3:29])[CH2:26][CH2:27][NH2:28]. (5) The reactants are: Br[C:2]1[CH:3]=[CH:4][C:5]2[C:6]3[C:11]([C:12]4[C:17]=2[C:16]=1[CH:15]=[CH:14][CH:13]=4)=[CH:10][CH:9]=[CH:8][CH:7]=3.[Cl:18][C:19]1[CH:25]=[CH:24][CH:23]=[CH:22][C:20]=1[NH2:21].C(P(C(C)(C)C)C(C)(C)C)(C)(C)C.CC(C)([O-])C.[Na+]. Given the product [Cl:18][C:19]1[CH:25]=[CH:24][CH:23]=[CH:22][C:20]=1[NH:21][C:2]1[CH:3]=[CH:4][C:5]2[C:6]3[C:11]([C:12]4[C:17]=2[C:16]=1[CH:15]=[CH:14][CH:13]=4)=[CH:10][CH:9]=[CH:8][CH:7]=3, predict the reactants needed to synthesize it.